Task: Predict the reactants needed to synthesize the given product.. Dataset: Full USPTO retrosynthesis dataset with 1.9M reactions from patents (1976-2016) Given the product [C:20]([N:19]=[C:18]([N:1]1[C@H:10]2[C@@H:5]([CH2:6][CH2:7][CH2:8][CH2:9]2)[NH:4][CH2:3][CH2:2]1)[NH:22][C:23]1[CH:28]=[CH:27][CH:26]=[CH:25][C:24]=1[CH3:29])#[N:21], predict the reactants needed to synthesize it. The reactants are: [NH:1]1[C@H:10]2[C@@H:5]([CH2:6][CH2:7][CH2:8][CH2:9]2)[NH:4][CH2:3][CH2:2]1.C1(O[C:18](=[N:22][C:23]2[CH:28]=[CH:27][CH:26]=[CH:25][C:24]=2[CH3:29])[NH:19][C:20]#[N:21])C=CC=CC=1.